Dataset: Catalyst prediction with 721,799 reactions and 888 catalyst types from USPTO. Task: Predict which catalyst facilitates the given reaction. Reactant: [Cl:1][C:2]1[CH:7]=[CH:6][CH:5]=[C:4]([Cl:8])[C:3]=1[CH:9]1[CH2:14][CH2:13][NH:12][CH2:11][CH2:10]1.[CH3:15][C:16]1[C:24]2[C:19](=[CH:20][CH:21]=[CH:22][CH:23]=2)[NH:18][C:17]=1[CH:25]=O.[BH3-]C#N.[Na+]. Product: [Cl:8][C:4]1[CH:5]=[CH:6][CH:7]=[C:2]([Cl:1])[C:3]=1[CH:9]1[CH2:10][CH2:11][N:12]([CH2:25][C:17]2[NH:18][C:19]3[C:24]([C:16]=2[CH3:15])=[CH:23][CH:22]=[CH:21][CH:20]=3)[CH2:13][CH2:14]1. The catalyst class is: 467.